From a dataset of Full USPTO retrosynthesis dataset with 1.9M reactions from patents (1976-2016). Predict the reactants needed to synthesize the given product. The reactants are: C([O:8][C:9]1[C:10](=[O:39])[C:11]([C:28]2[N:32]([C:33]3[CH:38]=[CH:37][CH:36]=[CH:35][CH:34]=3)[N:31]=[CH:30][CH:29]=2)=[N:12][N:13]([C:15]2[CH:20]=[CH:19][C:18]([N:21]3[CH2:24][C:23]([F:26])([F:25])[CH2:22]3)=[CH:17][C:16]=2[F:27])[CH:14]=1)C1C=CC=CC=1. Given the product [F:26][C:23]1([F:25])[CH2:22][N:21]([C:18]2[CH:19]=[CH:20][C:15]([N:13]3[CH:14]=[C:9]([OH:8])[C:10](=[O:39])[C:11]([C:28]4[N:32]([C:33]5[CH:38]=[CH:37][CH:36]=[CH:35][CH:34]=5)[N:31]=[CH:30][CH:29]=4)=[N:12]3)=[C:16]([F:27])[CH:17]=2)[CH2:24]1, predict the reactants needed to synthesize it.